This data is from Full USPTO retrosynthesis dataset with 1.9M reactions from patents (1976-2016). The task is: Predict the reactants needed to synthesize the given product. (1) The reactants are: Cl[C:2]1[C:11]2[C:6](=[CH:7][CH:8]=[CH:9][CH:10]=2)[CH:5]=[CH:4][N:3]=1.C([O-])(=O)C.[NH4+]. Given the product [CH:2]1[C:11]2[C:6](=[CH:7][CH:8]=[CH:9][CH:10]=2)[CH:5]=[CH:4][N:3]=1, predict the reactants needed to synthesize it. (2) Given the product [CH3:37][O:36][C:33]1[CH:32]=[CH:31][C:30]([CH2:29][N:28]([CH2:27][C:26]2[CH:38]=[CH:39][C:23]([O:22][CH3:21])=[CH:24][CH:25]=2)[C:2]2[C:11]([N+:12]([O-:14])=[O:13])=[C:10]([NH:15][CH2:16][C:17]([CH3:20])([OH:19])[CH3:18])[C:9]3[C:4](=[CH:5][CH:6]=[CH:7][CH:8]=3)[N:3]=2)=[CH:35][CH:34]=1, predict the reactants needed to synthesize it. The reactants are: Cl[C:2]1[C:11]([N+:12]([O-:14])=[O:13])=[C:10]([NH:15][CH2:16][C:17]([CH3:20])([OH:19])[CH3:18])[C:9]2[C:4](=[CH:5][CH:6]=[CH:7][CH:8]=2)[N:3]=1.[CH3:21][O:22][C:23]1[CH:39]=[CH:38][C:26]([CH2:27][NH:28][CH2:29][C:30]2[CH:35]=[CH:34][C:33]([O:36][CH3:37])=[CH:32][CH:31]=2)=[CH:25][CH:24]=1.C(N(CC)CC)C.CN1C(=O)CCC1.